Dataset: Full USPTO retrosynthesis dataset with 1.9M reactions from patents (1976-2016). Task: Predict the reactants needed to synthesize the given product. (1) Given the product [NH2:11][C:7]1[CH:6]=[C:5]2[C:10]([C:2]([CH3:25])([CH3:1])[CH2:3][N:4]2[C:14](=[O:24])[CH2:15][NH:16][C:17]([O:19][C:20]([CH3:22])([CH3:21])[CH3:23])=[O:18])=[CH:9][CH:8]=1, predict the reactants needed to synthesize it. The reactants are: [CH3:1][C:2]1([CH3:25])[C:10]2[C:5](=[CH:6][C:7]([N+:11]([O-])=O)=[CH:8][CH:9]=2)[N:4]([C:14](=[O:24])[CH2:15][NH:16][C:17]([O:19][C:20]([CH3:23])([CH3:22])[CH3:21])=[O:18])[CH2:3]1.O. (2) Given the product [CH3:20][O:19][C:16]1[N:17]=[CH:18][C:13]([C:9]2[O:10][C:11]([CH3:12])=[C:7]([CH:2]([NH:21][C:22]3[CH:23]=[CH:24][C:25]([C:28]([N:30]([CH3:38])[CH2:31][CH2:32][C:33]([O:35][CH2:36][CH3:37])=[O:34])=[O:29])=[CH:26][CH:27]=3)[CH2:3][CH:4]([CH3:6])[CH3:5])[CH:8]=2)=[CH:14][CH:15]=1, predict the reactants needed to synthesize it. The reactants are: Cl[CH:2]([C:7]1[CH:8]=[C:9]([C:13]2[CH:14]=[CH:15][C:16]([O:19][CH3:20])=[N:17][CH:18]=2)[O:10][C:11]=1[CH3:12])[CH2:3][CH:4]([CH3:6])[CH3:5].[NH2:21][C:22]1[CH:27]=[CH:26][C:25]([C:28]([N:30]([CH3:38])[CH2:31][CH2:32][C:33]([O:35][CH2:36][CH3:37])=[O:34])=[O:29])=[CH:24][CH:23]=1.C(=O)([O-])[O-].[Na+].[Na+].[I-].[Na+]. (3) The reactants are: [C:1]([C:5]1[CH:18]=[CH:17][CH:16]=[CH:15][C:6]=1[O:7][C:8]1[C:13]([NH2:14])=[CH:12][CH:11]=[CH:10][N:9]=1)([CH3:4])([CH3:3])[CH3:2].[N:19]([C:22]1[CH:27]=[CH:26][C:25]([C:28](=[O:30])[CH3:29])=[CH:24][CH:23]=1)=[C:20]=[S:21]. Given the product [C:28]([C:25]1[CH:26]=[CH:27][C:22]([NH:19][C:20]([NH:14][C:13]2[C:8]([O:7][C:6]3[CH:15]=[CH:16][CH:17]=[CH:18][C:5]=3[C:1]([CH3:4])([CH3:2])[CH3:3])=[N:9][CH:10]=[CH:11][CH:12]=2)=[S:21])=[CH:23][CH:24]=1)(=[O:30])[CH3:29], predict the reactants needed to synthesize it.